From a dataset of Forward reaction prediction with 1.9M reactions from USPTO patents (1976-2016). Predict the product of the given reaction. (1) Given the reactants [CH3:1][N:2]1[C:7](=[O:8])[C:6]([NH:9][C:10]2[CH:15]=[CH:14][C:13]([N:16]3[CH2:21][CH2:20][O:19][CH2:18][CH2:17]3)=[CH:12][CH:11]=2)=[N:5][C:4](B(O)O)=[CH:3]1.[C:25]([O:28][CH2:29][C:30]1[C:35]([N:36]2[CH2:48][CH2:47][N:39]3[C:40]4[CH2:41][CH2:42][CH2:43][CH2:44][C:45]=4[CH:46]=[C:38]3[C:37]2=[O:49])=[CH:34][C:33]([F:50])=[CH:32][C:31]=1Br)(=[O:27])[CH3:26].C([O-])([O-])=O.[Na+].[Na+], predict the reaction product. The product is: [C:25]([O:28][CH2:29][C:30]1[C:35]([N:36]2[CH2:48][CH2:47][N:39]3[C:40]4[CH2:41][CH2:42][CH2:43][CH2:44][C:45]=4[CH:46]=[C:38]3[C:37]2=[O:49])=[CH:34][C:33]([F:50])=[CH:32][C:31]=1[C:4]1[N:5]=[C:6]([NH:9][C:10]2[CH:15]=[CH:14][C:13]([N:16]3[CH2:21][CH2:20][O:19][CH2:18][CH2:17]3)=[CH:12][CH:11]=2)[C:7](=[O:8])[N:2]([CH3:1])[CH:3]=1)(=[O:27])[CH3:26]. (2) The product is: [C:1]1([C@H:7]([NH:9][C@@H:10]2[CH2:15][CH2:14][N:13]([C:16]([O:18][C:19]([CH3:22])([CH3:20])[CH3:21])=[O:17])[CH2:12][C@H:11]2[C:23]([O:25][CH2:26][CH3:27])=[O:24])[CH3:8])[CH:6]=[CH:5][CH:4]=[CH:3][CH:2]=1. Given the reactants [C:1]1([C@H:7]([NH:9][C@@H:10]2[CH2:15][CH2:14][N:13]([C:16]([O:18][C:19]([CH3:22])([CH3:21])[CH3:20])=[O:17])[CH2:12][C@@H:11]2[C:23]([O:25][CH2:26][CH3:27])=[O:24])[CH3:8])[CH:6]=[CH:5][CH:4]=[CH:3][CH:2]=1.CC[O-].[Na+], predict the reaction product. (3) Given the reactants [C:1]([O-:4])(=[O:3])[CH3:2].FC(F)(F)C(O)=O.[O:12]=[C:13]1[C@H:24]([CH2:25][C:26]([OH:28])=O)[CH2:23][CH:22]=[CH:21][CH2:20]CC(=O)O[C@H:16]([C:30]2[CH:35]=[CH:34][CH:33]=[CH:32][CH:31]=2)[CH2:15][NH:14]1.C(Cl)CCl.C1C=CC2N(O)N=NC=2C=1.[Cl:50][C:51]1[CH:56]=[CH:55][C:54]([CH2:57][NH2:58])=[CH:53][N:52]=1.CCN(C(C)C)C(C)C, predict the reaction product. The product is: [Cl:50][C:51]1[N:52]=[CH:53][C:54]([CH2:57][NH:58][C:26](=[O:28])[CH2:25][C@@H:24]2[CH2:23][CH:22]=[CH:21][CH2:20][CH2:2][C:1](=[O:4])[O:3][C@H:16]([C:30]3[CH:31]=[CH:32][CH:33]=[CH:34][CH:35]=3)[CH2:15][NH:14][C:13]2=[O:12])=[CH:55][CH:56]=1. (4) Given the reactants [Br:1][C:2]1[C:3]([N:22]([CH2:27][CH:28]([OH:30])[CH3:29])[S:23]([CH3:26])(=[O:25])=[O:24])=[CH:4][C:5]2[O:9][C:8]([C:10]3[CH:15]=[CH:14][C:13]([F:16])=[CH:12][CH:11]=3)=[C:7]([C:17]([NH:19][CH3:20])=[O:18])[C:6]=2[CH:21]=1, predict the reaction product. The product is: [Br:1][C:2]1[C:3]([N:22]([CH2:27][C:28](=[O:30])[CH3:29])[S:23]([CH3:26])(=[O:24])=[O:25])=[CH:4][C:5]2[O:9][C:8]([C:10]3[CH:15]=[CH:14][C:13]([F:16])=[CH:12][CH:11]=3)=[C:7]([C:17]([NH:19][CH3:20])=[O:18])[C:6]=2[CH:21]=1.